This data is from Forward reaction prediction with 1.9M reactions from USPTO patents (1976-2016). The task is: Predict the product of the given reaction. (1) Given the reactants [S:1]1[C:5]2[CH2:6][CH2:7][CH2:8][CH2:9][C:4]=2[N:3]=[C:2]1[NH2:10].[CH2:11]([S:13][C:14](SCC)=[C:15]1[C:20](=O)[O:19]C(C)(C)[O:17][C:16]1=[O:24])C, predict the reaction product. The product is: [CH3:11][S:13][C:14]1[N:10]=[C:2]2[N:3]([C:20](=[O:19])[C:15]=1[C:16]([OH:24])=[O:17])[C:4]1[CH2:9][CH2:8][CH2:7][CH2:6][C:5]=1[S:1]2. (2) Given the reactants [NH2:1][O:2][CH2:3][CH2:4][OH:5].[F:6][C:7]1[C:8]([NH:17][C:18]2[CH:23]=[CH:22][C:21]([C:24]([O:26][CH3:27])=[O:25])=[CH:20][CH:19]=2)=[C:9]([CH:13]=[CH:14][C:15]=1[F:16])[C:10](O)=[O:11].C1N=CN(C(N2C=NC=C2)=O)C=1, predict the reaction product. The product is: [F:6][C:7]1[C:15]([F:16])=[CH:14][CH:13]=[C:9]([C:10]([NH:1][O:2][CH2:3][CH2:4][OH:5])=[O:11])[C:8]=1[NH:17][C:18]1[CH:23]=[CH:22][C:21]([C:24]([O:26][CH3:27])=[O:25])=[CH:20][CH:19]=1.